This data is from TCR-epitope binding with 47,182 pairs between 192 epitopes and 23,139 TCRs. The task is: Binary Classification. Given a T-cell receptor sequence (or CDR3 region) and an epitope sequence, predict whether binding occurs between them. The epitope is HTTDPSFLGRY. The TCR CDR3 sequence is CASSLPEGTSGSQYF. Result: 1 (the TCR binds to the epitope).